From a dataset of hERG potassium channel inhibition data for cardiac toxicity prediction from Karim et al.. Regression/Classification. Given a drug SMILES string, predict its toxicity properties. Task type varies by dataset: regression for continuous values (e.g., LD50, hERG inhibition percentage) or binary classification for toxic/non-toxic outcomes (e.g., AMES mutagenicity, cardiotoxicity, hepatotoxicity). Dataset: herg_karim. (1) The compound is O=C(O)C1CN(C2CCC3(Cc4ccccc4Cc4ccccc43)C2)C1. The result is 0 (non-blocker). (2) The molecule is NC(=O)c1cnc(N[C@H]2CCCNC2)c2cc(-c3ccsc3)sc12. The result is 0 (non-blocker). (3) The compound is Cc1ccc2c(N3CCN(CCc4cccc5c4OCc4c(C(=O)NC6CC6)ncn4-5)CC3)cccc2n1. The result is 1 (blocker). (4) The molecule is CC1(C)[C@H](Nc2c(C(N)=O)cnn3cc(-c4cncnc4)cc23)CC[C@]1(C)N. The result is 1 (blocker). (5) The compound is N#Cc1ccc(Cn2cncc2C[N+](CC[N+]2CC[N+]CC2)C2CCN(Cc3cccc(Cl)c3)C2=O)cc1. The result is 1 (blocker).